Dataset: Forward reaction prediction with 1.9M reactions from USPTO patents (1976-2016). Task: Predict the product of the given reaction. The product is: [Cl:20][C:5]1[C:6]([NH:8][C:9]2[CH:19]=[CH:18][CH:17]=[CH:16][C:10]=2[C:11]([NH:13][O:14][CH3:15])=[O:12])=[CH:7][C:2]([NH:28][C:27]2[N:23]([CH2:21][CH3:22])[N:24]=[CH:25][C:26]=2[CH3:29])=[N:3][CH:4]=1. Given the reactants Cl[C:2]1[CH:7]=[C:6]([NH:8][C:9]2[CH:19]=[CH:18][CH:17]=[CH:16][C:10]=2[C:11]([NH:13][O:14][CH3:15])=[O:12])[C:5]([Cl:20])=[CH:4][N:3]=1.[CH2:21]([N:23]1[C:27]([NH2:28])=[C:26]([CH3:29])[CH:25]=[N:24]1)[CH3:22].C(=O)([O-])[O-].[Cs+].[Cs+].C1C=CC(P(C2C(C3C(P(C4C=CC=CC=4)C4C=CC=CC=4)=CC=C4C=3C=CC=C4)=C3C(C=CC=C3)=CC=2)C2C=CC=CC=2)=CC=1, predict the reaction product.